This data is from Catalyst prediction with 721,799 reactions and 888 catalyst types from USPTO. The task is: Predict which catalyst facilitates the given reaction. (1) Reactant: [C:1]([C:9]1[CH:10]=[N:11][CH:12]=[CH:13][CH:14]=1)(=[O:8])[C:2]1[CH:7]=[CH:6][CH:5]=[CH:4][CH:3]=1.[BH4-].[Na+]. Product: [C:2]1([CH:1]([C:9]2[CH:10]=[N:11][CH:12]=[CH:13][CH:14]=2)[OH:8])[CH:3]=[CH:4][CH:5]=[CH:6][CH:7]=1. The catalyst class is: 5. (2) Product: [F:7][CH:11]1[CH2:16][CH2:15][CH2:14][CH2:13][CH:12]1[C:17]1[C:18]2[S:24][C:23]([C:25]([O:27][CH3:28])=[O:26])=[CH:22][C:19]=2[NH:20][CH:21]=1. Reactant: C(N(S(F)(F)[F:7])CC)C.O[CH:11]1[CH2:16][CH2:15][CH2:14][CH2:13][CH:12]1[C:17]1[C:18]2[S:24][C:23]([C:25]([O:27][CH3:28])=[O:26])=[CH:22][C:19]=2[NH:20][CH:21]=1.C([O-])(O)=O.[Na+]. The catalyst class is: 25. (3) Reactant: C(O[C:5](=[O:16])[NH:6][CH:7]1[CH2:11][C:10](=[O:12])[O:9][CH:8]1[O:13]CC)C=C.N1C(=O)CC(=O)NC1=O.[C:26]([NH:34][CH:35]1[C:42](=[O:43])[N:41]2[CH:44](C(O)=O)[CH2:45][CH2:46][CH:40]2[CH2:39][CH:38](C)[CH2:37][CH2:36]1)(=[O:33])[C:27]1[CH:32]=[CH:31][CH:30]=[CH:29][CH:28]=1.C1C=CC2N(O)N=NC=2C=1.CCN=C=NCCCN(C)C.C(O)(C(F)(F)F)=O. Product: [OH:13][CH:8]1[CH:7]([NH:6][C:5]([C@H:44]2[N:41]3[C:42](=[O:43])[C@@H:35]([NH:34][C:26](=[O:33])[C:27]4[CH:28]=[CH:29][CH:30]=[CH:31][CH:32]=4)[CH2:36][CH2:37][CH2:38][CH2:39][C@H:40]3[CH2:46][CH2:45]2)=[O:16])[CH2:11][C:10](=[O:12])[O:9]1. The catalyst class is: 46.